From a dataset of Forward reaction prediction with 1.9M reactions from USPTO patents (1976-2016). Predict the product of the given reaction. The product is: [F:18][C:19]([F:28])([F:29])[C:20]1[CH:27]=[CH:26][C:23]([CH2:24][NH:25][C:15]([C:4]2[C:3]3[C:7](=[CH:8][CH:9]=[CH:10][C:2]=3[Cl:1])[N:6]([CH2:11][CH2:12][O:13][CH3:14])[CH:5]=2)=[O:17])=[CH:22][CH:21]=1. Given the reactants [Cl:1][C:2]1[CH:10]=[CH:9][CH:8]=[C:7]2[C:3]=1[C:4]([C:15]([OH:17])=O)=[CH:5][N:6]2[CH2:11][CH2:12][O:13][CH3:14].[F:18][C:19]([F:29])([F:28])[C:20]1[CH:27]=[CH:26][C:23]([CH2:24][NH2:25])=[CH:22][CH:21]=1.N1(O)C2C=CC=CC=2N=N1.C(Cl)CCl, predict the reaction product.